From a dataset of Full USPTO retrosynthesis dataset with 1.9M reactions from patents (1976-2016). Predict the reactants needed to synthesize the given product. (1) Given the product [ClH:30].[CH3:1][O:2][C:3](=[O:29])[C@H:4]([CH2:13][C:14]1[CH:15]=[CH:16][C:17]([C:20]2[C:21](=[O:28])[N:22]([CH3:27])[CH:23]=[C:24]([Br:26])[CH:25]=2)=[CH:18][CH:19]=1)[NH2:5], predict the reactants needed to synthesize it. The reactants are: [CH3:1][O:2][C:3](=[O:29])[C@H:4]([CH2:13][C:14]1[CH:19]=[CH:18][C:17]([C:20]2[C:21](=[O:28])[N:22]([CH3:27])[CH:23]=[C:24]([Br:26])[CH:25]=2)=[CH:16][CH:15]=1)[NH:5]C(OC(C)(C)C)=O.[ClH:30]. (2) Given the product [O:37]=[C:32]1[NH:33][C:34](=[O:36])/[C:35](=[CH:1]/[C:3]2[CH:4]=[CH:5][C:6]([O:7][C:8]3[N:13]=[CH:12][N:11]=[C:10]([O:14][CH:15]4[CH2:20][CH2:19][N:18]([C:21]([O:23][C:24]([CH3:25])([CH3:27])[CH3:26])=[O:22])[CH2:17][CH2:16]4)[C:9]=3[CH3:28])=[CH:29][CH:30]=2)/[S:31]1, predict the reactants needed to synthesize it. The reactants are: [CH:1]([C:3]1[CH:30]=[CH:29][C:6]([O:7][C:8]2[N:13]=[CH:12][N:11]=[C:10]([O:14][CH:15]3[CH2:20][CH2:19][N:18]([C:21]([O:23][C:24]([CH3:27])([CH3:26])[CH3:25])=[O:22])[CH2:17][CH2:16]3)[C:9]=2[CH3:28])=[CH:5][CH:4]=1)=O.[S:31]1[CH2:35][C:34](=[O:36])[NH:33][C:32]1=[O:37].C(O)(=O)C1C=CC=CC=1.N1CCCCC1. (3) Given the product [CH3:33][N:34]([CH3:38])[CH2:35][CH2:36][NH:37][C:28]([C:26]1[S:27][C:23]([C:18]2[CH:19]=[CH:20][CH:21]=[CH:22][C:17]=2[NH:16][C:14]([C:4]2[CH:3]=[C:2]([NH:37][CH2:36][CH2:35][N:34]([CH3:38])[CH3:33])[N:7]=[C:6]([C:8]3[CH:9]=[CH:10][CH:11]=[CH:12][CH:13]=3)[N:5]=2)=[O:15])=[N:24][N:25]=1)=[O:29], predict the reactants needed to synthesize it. The reactants are: Cl[C:2]1[N:7]=[C:6]([C:8]2[CH:13]=[CH:12][CH:11]=[CH:10][CH:9]=2)[N:5]=[C:4]([C:14]([NH:16][C:17]2[CH:22]=[CH:21][CH:20]=[CH:19][C:18]=2[C:23]2[S:27][C:26]([C:28](OCC)=[O:29])=[N:25][N:24]=2)=[O:15])[CH:3]=1.[CH3:33][N:34]([CH3:38])[CH2:35][CH2:36][NH2:37].O. (4) Given the product [O:3]1[C:7]2[CH:8]=[CH:9][CH:10]=[C:11]([CH:12]3[CH2:17][CH2:16][N:15]([CH2:18][CH2:19][C@H:20]4[CH2:21][CH2:22][C@H:23]([NH:26][C:38](=[O:39])[C:37]5[CH:36]=[CH:35][C:34]([N:31]6[CH2:30][CH2:29][N:28]([CH3:27])[CH2:33][CH2:32]6)=[CH:42][CH:41]=5)[CH2:24][CH2:25]4)[CH2:14][CH2:13]3)[C:6]=2[CH2:5][CH2:4]1, predict the reactants needed to synthesize it. The reactants are: Cl.Cl.[O:3]1[C:7]2[CH:8]=[CH:9][CH:10]=[C:11]([CH:12]3[CH2:17][CH2:16][N:15]([CH2:18][CH2:19][C@H:20]4[CH2:25][CH2:24][C@H:23]([NH2:26])[CH2:22][CH2:21]4)[CH2:14][CH2:13]3)[C:6]=2[CH2:5][CH2:4]1.[CH3:27][N:28]1[CH2:33][CH2:32][N:31]([C:34]2[CH:42]=[CH:41][C:37]([C:38](O)=[O:39])=[CH:36][CH:35]=2)[CH2:30][CH2:29]1. (5) Given the product [Br:18][C:19]1[CH:20]=[C:21]([CH2:27][N:2]2[C:10](=[O:11])[C:9]3[C:4](=[CH:5][CH:6]=[CH:7][CH:8]=3)[C:3]2=[O:12])[CH:22]=[C:23]([O:25][CH3:26])[CH:24]=1, predict the reactants needed to synthesize it. The reactants are: [K][N:2]1[C:10](=[O:11])[C:9]2[C:4](=[CH:5][CH:6]=[CH:7][CH:8]=2)[C:3]1=[O:12].CN(C=O)C.[Br:18][C:19]1[CH:24]=[C:23]([O:25][CH3:26])[CH:22]=[C:21]([CH2:27]Br)[CH:20]=1. (6) Given the product [Cl:1][C:2]1[CH:3]=[C:4]([C:8]2[NH:38][C:32]3[C:37]([C:9]=2[CH2:10][CH2:11][CH2:12][N:13]2[CH2:18][CH2:17][CH:16]([C:19]4[CH:20]=[C:21]([NH:25][C:26](=[O:30])[CH:27]([CH3:29])[CH3:28])[CH:22]=[CH:23][CH:24]=4)[CH2:15][CH2:14]2)=[CH:36][CH:35]=[CH:34][CH:33]=3)[CH:5]=[CH:6][CH:7]=1, predict the reactants needed to synthesize it. The reactants are: [Cl:1][C:2]1[CH:3]=[C:4]([C:8](=O)[CH2:9][CH2:10][CH2:11][CH2:12][N:13]2[CH2:18][CH2:17][CH:16]([C:19]3[CH:20]=[C:21]([NH:25][C:26](=[O:30])[CH:27]([CH3:29])[CH3:28])[CH:22]=[CH:23][CH:24]=3)[CH2:15][CH2:14]2)[CH:5]=[CH:6][CH:7]=1.[C:32]1([NH:38]N)[CH:37]=[CH:36][CH:35]=[CH:34][CH:33]=1. (7) Given the product [CH2:66]([O:65][C:63](=[O:64])[CH2:62][C@@H:61]([C:73](=[O:79])[NH:74][CH2:75][CH2:76][CH2:77][NH:1][C@@H:2]([C@H:10]([CH:12]1[C@@H:16]([O:17][Si:18]([C:21]([CH3:22])([CH3:23])[CH3:24])([CH3:20])[CH3:19])[C@@H:15]([O:25][Si:26]([C:29]([CH3:32])([CH3:31])[CH3:30])([CH3:27])[CH3:28])[C@H:14]([N:33]2[CH:38]=[CH:37][C:36](=[O:39])[N:35]([CH2:40][C:41]3[CH:46]=[CH:45][C:44]([O:47][CH3:48])=[CH:43][CH:42]=3)[C:34]2=[O:49])[O:13]1)[OH:11])[C:3]([O:5][C:6]([CH3:7])([CH3:9])[CH3:8])=[O:4])[NH:60][C:58](=[O:59])[O:57][CH2:50][C:51]1[CH:56]=[CH:55][CH:54]=[CH:53][CH:52]=1)[C:67]1[CH:72]=[CH:71][CH:70]=[CH:69][CH:68]=1, predict the reactants needed to synthesize it. The reactants are: [NH2:1][C@@H:2]([C@H:10]([C@@H:12]1[C@@H:16]([O:17][Si:18]([C:21]([CH3:24])([CH3:23])[CH3:22])([CH3:20])[CH3:19])[C@@H:15]([O:25][Si:26]([C:29]([CH3:32])([CH3:31])[CH3:30])([CH3:28])[CH3:27])[C@H:14]([N:33]2[CH:38]=[CH:37][C:36](=[O:39])[N:35]([CH2:40][C:41]3[CH:46]=[CH:45][C:44]([O:47][CH3:48])=[CH:43][CH:42]=3)[C:34]2=[O:49])[O:13]1)[OH:11])[C:3]([O:5][C:6]([CH3:9])([CH3:8])[CH3:7])=[O:4].[CH2:50]([O:57][C:58]([NH:60][C@H:61]([C:73](=[O:79])[NH:74][CH2:75][CH2:76][CH:77]=O)[CH2:62][C:63]([O:65][CH2:66][C:67]1[CH:72]=[CH:71][CH:70]=[CH:69][CH:68]=1)=[O:64])=[O:59])[C:51]1[CH:56]=[CH:55][CH:54]=[CH:53][CH:52]=1.C(O[BH-](OC(=O)C)OC(=O)C)(=O)C.[Na+]. (8) The reactants are: [NH2:1][CH:2]1[C:8]2=[N:9][C:10]([C:14]3[CH:19]=[CH:18][N:17]=[CH:16][N:15]=3)=[CH:11][C:12](=[O:13])[N:7]2[CH2:6][CH2:5][O:4][CH2:3]1.[N:20]1[CH:25]=[CH:24][CH:23]=[CH:22][C:21]=1[CH:26]=O.C(O[BH-](OC(=O)C)OC(=O)C)(=O)C.[Na+].C(O)(=O)C. Given the product [N:20]1[CH:25]=[CH:24][CH:23]=[CH:22][C:21]=1[CH2:26][NH:1][CH:2]1[C:8]2=[N:9][C:10]([C:14]3[CH:19]=[CH:18][N:17]=[CH:16][N:15]=3)=[CH:11][C:12](=[O:13])[N:7]2[CH2:6][CH2:5][O:4][CH2:3]1, predict the reactants needed to synthesize it.